From a dataset of Full USPTO retrosynthesis dataset with 1.9M reactions from patents (1976-2016). Predict the reactants needed to synthesize the given product. (1) Given the product [C:10]([N:13]1[CH2:14][CH2:15][CH:16]([C:19]([C:4]2[CH:3]=[C:2]([Cl:1])[CH:7]=[CH:6][C:5]=2[OH:8])=[O:20])[CH2:17][CH2:18]1)(=[O:12])[CH3:11], predict the reactants needed to synthesize it. The reactants are: [Cl:1][C:2]1[CH:7]=[CH:6][C:5]([O:8]C)=[CH:4][CH:3]=1.[C:10]([N:13]1[CH2:18][CH2:17][CH:16]([C:19](Cl)=[O:20])[CH2:15][CH2:14]1)(=[O:12])[CH3:11]. (2) Given the product [CH2:14]([O:12][C:5]1[C:4]2[C:9](=[CH:10][CH:11]=[C:2]([I:1])[CH:3]=2)[N:8]=[N:7][CH:6]=1)[C:15]1[CH:20]=[CH:19][CH:18]=[CH:17][CH:16]=1, predict the reactants needed to synthesize it. The reactants are: [I:1][C:2]1[CH:3]=[C:4]2[C:9](=[CH:10][CH:11]=1)[N:8]=[N:7][CH:6]=[C:5]2[OH:12].Br[CH2:14][C:15]1[CH:20]=[CH:19][CH:18]=[CH:17][CH:16]=1.C([O-])([O-])=O.[Cs+].[Cs+]. (3) Given the product [CH3:1][O:2][C:3](=[O:28])[C@@H:4]([N:23]1[CH:27]=[CH:26][CH:25]=[CH:24]1)[CH2:5][C:6]1[CH:7]=[CH:8][C:9]([CH2:12][CH2:13][CH2:14][N:15]([CH3:22])[C:16]2[CH:17]=[CH:18][CH:19]=[CH:20][CH:21]=2)=[CH:10][CH:11]=1, predict the reactants needed to synthesize it. The reactants are: [CH3:1][O:2][C:3](=[O:28])[C@@H:4]([N:23]1[CH:27]=[CH:26][CH:25]=[CH:24]1)[CH2:5][C:6]1[CH:11]=[CH:10][C:9]([C:12]#[C:13][CH2:14][N:15]([CH3:22])[C:16]2[CH:21]=[CH:20][CH:19]=[CH:18][CH:17]=2)=[CH:8][CH:7]=1. (4) Given the product [C:3]([CH:7]1[CH2:12][CH:11]([C:13]2[CH:14]=[C:15]3[C:19](=[CH:20][CH:21]=2)[N:18]([C:22]2[CH:23]=[CH:24][C:25]([O:28][CH:29]([CH3:31])[CH3:30])=[CH:26][CH:27]=2)[C:17]([C:32]([OH:34])=[O:33])=[C:16]3[Cl:35])[CH:10]([OH:36])[CH2:9][CH2:8]1)([CH3:5])([CH3:6])[CH3:4], predict the reactants needed to synthesize it. The reactants are: [BH4-].[Na+].[C:3]([CH:7]1[CH2:12][CH:11]([C:13]2[CH:14]=[C:15]3[C:19](=[CH:20][CH:21]=2)[N:18]([C:22]2[CH:27]=[CH:26][C:25]([O:28][CH:29]([CH3:31])[CH3:30])=[CH:24][CH:23]=2)[C:17]([C:32]([OH:34])=[O:33])=[C:16]3[Cl:35])[C:10](=[O:36])[CH2:9][CH2:8]1)([CH3:6])([CH3:5])[CH3:4].O.Cl. (5) Given the product [CH2:3]([CH:4]1[CH2:9][CH2:8][N:7]([C:10]([O:12][C:13]([CH3:16])([CH3:15])[CH3:14])=[O:11])[CH2:6][CH2:5]1)[C:2]#[CH:17], predict the reactants needed to synthesize it. The reactants are: O=[CH:2][CH2:3][CH:4]1[CH2:9][CH2:8][N:7]([C:10]([O:12][C:13]([CH3:16])([CH3:15])[CH3:14])=[O:11])[CH2:6][CH2:5]1.[C:17](=O)([O-])[O-].[K+].[K+].[N+](=C(P(=O)(OC)OC)C(=O)C)=[N-].C(OCC)(=O)C. (6) Given the product [CH3:1][O:2][C:3]([C:5]1[N:6]([N:11]=[CH:18][C:14]2[CH:13]=[N:12][CH:17]=[CH:16][CH:15]=2)[CH:7]=[C:8]([Cl:10])[CH:9]=1)=[O:4], predict the reactants needed to synthesize it. The reactants are: [CH3:1][O:2][C:3]([C:5]1[N:6]([NH2:11])[CH:7]=[C:8]([Cl:10])[CH:9]=1)=[O:4].[N:12]1[CH:17]=[CH:16][CH:15]=[C:14]([CH:18]=O)[CH:13]=1.